From a dataset of Full USPTO retrosynthesis dataset with 1.9M reactions from patents (1976-2016). Predict the reactants needed to synthesize the given product. (1) The reactants are: F[C:2]1[CH:7]=[CH:6][CH:5]=[C:4]([F:8])[N:3]=1.[C:9]([N:12]1[CH2:17][CH2:16][NH:15][CH2:14][CH2:13]1)(=[O:11])[CH3:10].C(=O)([O-])[O-].[K+].[K+].O. Given the product [C:9]([N:12]1[CH2:17][CH2:16][N:15]([C:2]2[CH:7]=[CH:6][CH:5]=[C:4]([F:8])[N:3]=2)[CH2:14][CH2:13]1)(=[O:11])[CH3:10], predict the reactants needed to synthesize it. (2) The reactants are: [NH2:1][C:2]([CH3:6])([CH3:5])[CH2:3][OH:4].O.C(=O)(O)[O-].[Na+].Cl[C:14]([O:16][CH2:17][C:18]1[CH:23]=[CH:22][CH:21]=[CH:20][CH:19]=1)=[O:15]. Given the product [OH:4][CH2:3][C:2]([NH:1][C:14](=[O:15])[O:16][CH2:17][C:18]1[CH:23]=[CH:22][CH:21]=[CH:20][CH:19]=1)([CH3:6])[CH3:5], predict the reactants needed to synthesize it. (3) Given the product [Br:13][CH2:2][C:3]1[N:4]=[C:5]2[C:10](=[N:11][CH:12]=1)[N:9]=[CH:8][N:7]=[CH:6]2, predict the reactants needed to synthesize it. The reactants are: O[CH2:2][C:3]1[N:4]=[C:5]2[C:10](=[N:11][CH:12]=1)[N:9]=[CH:8][N:7]=[CH:6]2.[Br:13]Br.C1(P(C2C=CC=CC=2)C2C=CC=CC=2)C=CC=CC=1. (4) Given the product [I:8][C:6]1[N:5]=[CH:4][N:3]=[C:2]([NH:30][CH:16]([C:17]2[N:21]([CH2:22][O:23][CH2:24][CH2:25][Si:26]([CH3:27])([CH3:29])[CH3:28])[N:20]=[N:19][N:18]=2)[CH2:15][C:9]2[CH:10]=[CH:11][CH:12]=[CH:13][CH:14]=2)[CH:7]=1, predict the reactants needed to synthesize it. The reactants are: I[C:2]1[CH:7]=[C:6]([I:8])[N:5]=[CH:4][N:3]=1.[C:9]1([CH2:15][CH:16]([NH2:30])[C:17]2[N:21]([CH2:22][O:23][CH2:24][CH2:25][Si:26]([CH3:29])([CH3:28])[CH3:27])[N:20]=[N:19][N:18]=2)[CH:14]=[CH:13][CH:12]=[CH:11][CH:10]=1.C(O)C.C(N(CC)C(C)C)(C)C. (5) Given the product [CH3:1][C@H:2]1[O:7][C@@H:6]([CH3:8])[CH2:5][N:4]([CH2:9][C:10]2[O:14][C:13]([C:15]3[CH:23]=[C:22]([C:24]4[CH:25]=[C:26]([NH:32][S:43]([CH3:42])(=[O:45])=[O:44])[C:27]([O:30][CH3:31])=[N:28][CH:29]=4)[CH:21]=[C:20]4[C:16]=3[CH:17]=[N:18][N:19]4[S:33]([C:36]3[CH:41]=[CH:40][CH:39]=[CH:38][CH:37]=3)(=[O:34])=[O:35])=[N:12][N:11]=2)[CH2:3]1, predict the reactants needed to synthesize it. The reactants are: [CH3:1][C@H:2]1[O:7][C@@H:6]([CH3:8])[CH2:5][N:4]([CH2:9][C:10]2[O:14][C:13]([C:15]3[CH:23]=[C:22]([C:24]4[CH:25]=[C:26]([NH2:32])[C:27]([O:30][CH3:31])=[N:28][CH:29]=4)[CH:21]=[C:20]4[C:16]=3[CH:17]=[N:18][N:19]4[S:33]([C:36]3[CH:41]=[CH:40][CH:39]=[CH:38][CH:37]=3)(=[O:35])=[O:34])=[N:12][N:11]=2)[CH2:3]1.[CH3:42][S:43](Cl)(=[O:45])=[O:44].O. (6) Given the product [CH2:7]([O:14][C:15]1[N:16]=[N:17][C:18]([C:23]#[C:22][Si:24]([CH3:27])([CH3:26])[CH3:25])=[CH:19][CH:20]=1)[C:8]1[CH:13]=[CH:12][CH:11]=[CH:10][CH:9]=1, predict the reactants needed to synthesize it. The reactants are: C(=O)([O-])[O-].[Cs+].[Cs+].[CH2:7]([O:14][C:15]1[N:16]=[N:17][C:18](I)=[CH:19][CH:20]=1)[C:8]1[CH:13]=[CH:12][CH:11]=[CH:10][CH:9]=1.[C:22]([Si:24]([CH3:27])([CH3:26])[CH3:25])#[CH:23].N. (7) Given the product [OH:1][CH2:2][CH2:3][N:4]([CH2:35][CH2:36][OH:37])[C:5]1[CH:10]=[CH:9][C:8]([NH:11][C:12]2[CH:13]=[C:14]([NH:21][C:22]3[CH:27]=[CH:26][C:25]([N:28]([CH2:29][CH2:30][OH:31])[CH2:32][CH2:33][OH:34])=[CH:24][CH:23]=3)[C:15]([OH:20])=[C:16]([CH3:19])[C:17]=2[OH:18])=[CH:7][CH:6]=1, predict the reactants needed to synthesize it. The reactants are: [OH:1][CH2:2][CH2:3][N:4]([CH2:35][CH2:36][OH:37])[C:5]1[CH:10]=[CH:9][C:8]([NH:11][C:12]2[C:17](=[O:18])[C:16]([CH3:19])=[C:15]([OH:20])/[C:14](=[N:21]\[C:22]3[CH:27]=[CH:26][C:25]([N:28]([CH2:32][CH2:33][OH:34])[CH2:29][CH2:30][OH:31])=[CH:24][CH:23]=3)/[CH:13]=2)=[CH:7][CH:6]=1.S(S([O-])=O)([O-])=O.[Na+].[Na+]. (8) Given the product [C:1]([C@H:4]1[C@@H:8]2[C@@H:9]3[C@@:22]([CH3:25])([CH2:23][CH2:24][C@@:7]2([C:31]([O:33][CH2:41][C:42]2[CH:47]=[CH:46][CH:45]=[CH:44][CH:43]=2)=[O:32])[CH2:6][CH2:5]1)[C@@:21]1([CH3:26])[C@@H:12]([C@:13]2([CH3:30])[C@@H:18]([CH2:19][CH2:20]1)[C:17]([CH3:27])([CH3:28])[C@@H:16]([OH:29])[CH2:15][CH2:14]2)[CH2:11][CH2:10]3)(=[O:3])[CH3:2], predict the reactants needed to synthesize it. The reactants are: [C:1]([C@H:4]1[C@@H:8]2[C@@H:9]3[C@@:22]([CH3:25])([CH2:23][CH2:24][C@@:7]2([C:31]([OH:33])=[O:32])[CH2:6][CH2:5]1)[C@@:21]1([CH3:26])[C@@H:12]([C@:13]2([CH3:30])[C@@H:18]([CH2:19][CH2:20]1)[C:17]([CH3:28])([CH3:27])[C@@H:16]([OH:29])[CH2:15][CH2:14]2)[CH2:11][CH2:10]3)(=[O:3])[CH3:2].C(=O)([O-])[O-].[K+].[K+].Br[CH2:41][C:42]1[CH:47]=[CH:46][CH:45]=[CH:44][CH:43]=1.O. (9) The reactants are: C([O-])(=O)C.[K+].[B:15]1([B:15]2[O:19][C:18]([CH3:21])([CH3:20])[C:17]([CH3:23])([CH3:22])[O:16]2)[O:19][C:18]([CH3:21])([CH3:20])[C:17]([CH3:23])([CH3:22])[O:16]1.Br[C:25]1[CH:26]=[CH:27][C:28]([S:31][CH3:32])=[N:29][CH:30]=1. Given the product [CH3:32][S:31][C:28]1[CH:27]=[CH:26][C:25]([B:15]2[O:16][C:17]([CH3:22])([CH3:23])[C:18]([CH3:20])([CH3:21])[O:19]2)=[CH:30][N:29]=1, predict the reactants needed to synthesize it. (10) Given the product [CH3:18][C:17]1[CH:19]=[CH:20][C:14]([S:11]([O:6][C@H:4]2[CH2:5][O:1][C@@H:2]3[C@H:9]([OH:10])[CH2:8][O:7][C@H:3]23)(=[O:13])=[O:12])=[CH:15][CH:16]=1, predict the reactants needed to synthesize it. The reactants are: [O:1]1[CH2:5][C@@H:4]([OH:6])[C@H:3]2[O:7][CH2:8][C@H:9]([OH:10])[C@@H:2]12.[S:11](Cl)([C:14]1[CH:20]=[CH:19][C:17]([CH3:18])=[CH:16][CH:15]=1)(=[O:13])=[O:12].[OH-].[K+].